Dataset: Reaction yield outcomes from USPTO patents with 853,638 reactions. Task: Predict the reaction yield, written as a fraction of the theoretical maximum amount of product (1.0 means a 100% yield; for example, 0.34 means a 34% yield). (1) The reactants are C([O:8][C:9]1[CH:10]=[CH:11][C:12]([C:15]2[N:19]([C:20]3[CH:21]=[N:22][CH:23]=[CH:24][CH:25]=3)[N:18]=[C:17]([C:26]([N:28]3[CH2:33][CH2:32][C:31]([F:35])([F:34])[CH2:30][CH2:29]3)=[O:27])[CH:16]=2)=[N:13][CH:14]=1)C1C=CC=CC=1.CO.[H][H]. The catalyst is [C].[Pd].C(OCC)(=O)C. The product is [OH:8][C:9]1[CH:10]=[CH:11][C:12]([C:15]2[N:19]([C:20]3[CH:21]=[N:22][CH:23]=[CH:24][CH:25]=3)[N:18]=[C:17]([C:26]([N:28]3[CH2:29][CH2:30][C:31]([F:35])([F:34])[CH2:32][CH2:33]3)=[O:27])[CH:16]=2)=[N:13][CH:14]=1. The yield is 0.890. (2) The reactants are [C:1]([O:5][C:6]([NH:8][C:9]1[CH:14]=[CH:13][C:12]([S:15][C:16]2[CH:24]=[CH:23][C:19]([C:20]([OH:22])=O)=[CH:18][C:17]=2[NH:25][C:26]2[C:27]3[CH:35]=[CH:34][C:33]([CH:36]([CH3:38])[CH3:37])=[N:32][C:28]=3[N:29]=[CH:30][N:31]=2)=[CH:11][CH:10]=1)=[O:7])([CH3:4])([CH3:3])[CH3:2].[NH2:39][C@H:40]([C:44]1[CH:49]=[CH:48][CH:47]=[CH:46][CH:45]=1)[CH2:41][CH2:42][OH:43]. No catalyst specified. The product is [C:1]([O:5][C:6](=[O:7])[NH:8][C:9]1[CH:10]=[CH:11][C:12]([S:15][C:16]2[CH:24]=[CH:23][C:19]([C:20](=[O:22])[NH:39][C@H:40]([C:44]3[CH:49]=[CH:48][CH:47]=[CH:46][CH:45]=3)[CH2:41][CH2:42][OH:43])=[CH:18][C:17]=2[NH:25][C:26]2[C:27]3[CH:35]=[CH:34][C:33]([CH:36]([CH3:37])[CH3:38])=[N:32][C:28]=3[N:29]=[CH:30][N:31]=2)=[CH:13][CH:14]=1)([CH3:2])([CH3:4])[CH3:3]. The yield is 0.810.